Dataset: Peptide-MHC class I binding affinity with 185,985 pairs from IEDB/IMGT. Task: Regression. Given a peptide amino acid sequence and an MHC pseudo amino acid sequence, predict their binding affinity value. This is MHC class I binding data. (1) The peptide sequence is FPQAAPHGVV. The MHC is HLA-B51:01 with pseudo-sequence HLA-B51:01. The binding affinity (normalized) is 0.531. (2) The peptide sequence is MPVGGQSSF. The MHC is HLA-B15:09 with pseudo-sequence HLA-B15:09. The binding affinity (normalized) is 0.304. (3) The peptide sequence is VTSLDVINY. The MHC is HLA-B18:01 with pseudo-sequence HLA-B18:01. The binding affinity (normalized) is 0.243. (4) The peptide sequence is HIPGDTLFK. The MHC is HLA-A03:01 with pseudo-sequence HLA-A03:01. The binding affinity (normalized) is 0.187. (5) The peptide sequence is VASGVHCNY. The MHC is HLA-B58:01 with pseudo-sequence HLA-B58:01. The binding affinity (normalized) is 0.611. (6) The peptide sequence is SGIVNALIL. The MHC is H-2-Db with pseudo-sequence H-2-Db. The binding affinity (normalized) is 0.869.